This data is from Peptide-MHC class II binding affinity with 134,281 pairs from IEDB. The task is: Regression. Given a peptide amino acid sequence and an MHC pseudo amino acid sequence, predict their binding affinity value. This is MHC class II binding data. (1) The peptide sequence is MAFLRSVSRLAAAVF. The MHC is DRB1_0101 with pseudo-sequence DRB1_0101. The binding affinity (normalized) is 0.663. (2) The peptide sequence is NLNIKLNMPLYIAGN. The MHC is DRB5_0101 with pseudo-sequence DRB5_0101. The binding affinity (normalized) is 0.153. (3) The peptide sequence is STTVSTEQNVPDPQV. The MHC is DRB5_0101 with pseudo-sequence DRB5_0101. The binding affinity (normalized) is 0. (4) The peptide sequence is DELQIVDKIDAAFKI. The MHC is DRB1_0802 with pseudo-sequence DRB1_0802. The binding affinity (normalized) is 0.410. (5) The peptide sequence is TPFPHRKGVLFNIQYVNYWF. The MHC is DRB3_0101 with pseudo-sequence DRB3_0101. The binding affinity (normalized) is 0.428. (6) The peptide sequence is FESYKMDSRIARALR. The MHC is DRB1_0802 with pseudo-sequence DRB1_0802. The binding affinity (normalized) is 0.677. (7) The peptide sequence is ENPVVHYFHNIVTPR. The MHC is DRB1_1501 with pseudo-sequence DRB1_1501. The binding affinity (normalized) is 0.763.